From a dataset of Reaction yield outcomes from USPTO patents with 853,638 reactions. Predict the reaction yield, written as a fraction of the theoretical maximum amount of product (1.0 means a 100% yield; for example, 0.34 means a 34% yield). The reactants are [CH3:1][O:2][C:3](=[O:27])[C:4]1[CH:9]=[CH:8][C:7]([NH:10][CH2:11][CH:12]2[CH2:17][CH2:16][CH2:15][CH2:14][CH2:13]2)=[C:6]([NH:18][C:19](=O)[CH2:20][C:21]2[S:22][CH:23]=[CH:24][CH:25]=2)[CH:5]=1.Cl. The catalyst is O1CCOCC1. The product is [CH3:1][O:2][C:3]([C:4]1[CH:9]=[CH:8][C:7]2[N:10]([CH2:11][CH:12]3[CH2:17][CH2:16][CH2:15][CH2:14][CH2:13]3)[C:19]([CH2:20][C:21]3[S:22][CH:23]=[CH:24][CH:25]=3)=[N:18][C:6]=2[CH:5]=1)=[O:27]. The yield is 0.710.